From a dataset of Forward reaction prediction with 1.9M reactions from USPTO patents (1976-2016). Predict the product of the given reaction. (1) Given the reactants [CH2:1]([N:3]1[C:7]2=[N:8][C:9]([CH2:48][CH3:49])=[C:10]([CH2:19][NH:20][C:21]([C:23]3[CH:28]=[CH:27][CH:26]=[C:25]([C:29]([NH:31][CH2:32][C:33]4[CH:34]=[C:35]([C:40]5[CH:45]=[CH:44][CH:43]=[C:42](C=O)[CH:41]=5)[CH:36]=[C:37]([CH3:39])[CH:38]=4)=[O:30])[CH:24]=3)=[O:22])[C:11]([NH:12][CH:13]3[CH2:18][CH2:17][O:16][CH2:15][CH2:14]3)=[C:6]2[CH:5]=[N:4]1)[CH3:2].[CH3:50][N:51]1[CH2:56][CH2:55][NH:54][CH2:53][CH2:52]1.[CH3:57]C(O)=O.[BH-](OC(C)=O)(OC(C)=O)OC(C)=O.[Na+], predict the reaction product. The product is: [CH2:1]([N:3]1[C:7]2=[N:8][C:9]([CH2:48][CH3:49])=[C:10]([CH2:19][NH:20][C:21]([C:23]3[CH:28]=[CH:27][CH:26]=[C:25]([C:29]([NH:31][CH2:32][C:33]4[CH:34]=[C:35]([C:40]5[CH:41]=[CH:42][CH:43]=[C:44]([CH2:50][N:51]6[CH2:56][CH2:55][N:54]([CH3:57])[CH2:53][CH2:52]6)[CH:45]=5)[CH:36]=[C:37]([CH3:39])[CH:38]=4)=[O:30])[CH:24]=3)=[O:22])[C:11]([NH:12][CH:13]3[CH2:18][CH2:17][O:16][CH2:15][CH2:14]3)=[C:6]2[CH:5]=[N:4]1)[CH3:2]. (2) Given the reactants N[C:2]1[CH:3]=[C:4]2[C:17](=[CH:18][CH:19]=1)[CH2:16][C@:6]1([C:14]3[C:9](=[N:10][CH:11]=[CH:12][CH:13]=3)[NH:8][C:7]1=[O:15])[CH2:5]2.N([O-])=O.[Na+].[NH4+].[OH-].[BrH:26], predict the reaction product. The product is: [Br:26][C:2]1[CH:3]=[C:4]2[C:17](=[CH:18][CH:19]=1)[CH2:16][C@:6]1([C:14]3[C:9](=[N:10][CH:11]=[CH:12][CH:13]=3)[NH:8][C:7]1=[O:15])[CH2:5]2. (3) Given the reactants Cl.[NH:2]1[CH2:7][CH2:6][CH:5]([N:8]2[C:17]3[C:12](=[CH:13][CH:14]=[CH:15][CH:16]=3)[CH2:11][CH2:10][C:9]2=[O:18])[CH2:4][CH2:3]1.Cl[C:20]1[CH:21]=[CH:22][C:23]2[N:24]([C:26]([C:29]([F:32])([F:31])[F:30])=[N:27][N:28]=2)[N:25]=1, predict the reaction product. The product is: [F:31][C:29]([F:30])([F:32])[C:26]1[N:24]2[N:25]=[C:20]([N:2]3[CH2:7][CH2:6][CH:5]([N:8]4[C:17]5[C:12](=[CH:13][CH:14]=[CH:15][CH:16]=5)[CH2:11][CH2:10][C:9]4=[O:18])[CH2:4][CH2:3]3)[CH:21]=[CH:22][C:23]2=[N:28][N:27]=1. (4) Given the reactants [CH3:1][O:2][C:3]([C:5]1[N:6]=[N:7][N:8]([C@H:10]2[CH2:15][CH2:14][C@@H:13]([NH:16]C(OC(C)(C)C)=O)[CH2:12][CH2:11]2)[CH:9]=1)=[O:4].[ClH:24], predict the reaction product. The product is: [ClH:24].[ClH:24].[CH3:1][O:2][C:3]([C:5]1[N:6]=[N:7][N:8]([C@H:10]2[CH2:15][CH2:14][C@@H:13]([NH2:16])[CH2:12][CH2:11]2)[CH:9]=1)=[O:4]. (5) Given the reactants [CH2:1]([C:3]1[S:7][C:6]([C:8]2[CH:13]=[N:12][CH:11]=[CH:10][N:9]=2)=[N:5][C:4]=1[OH:14])[CH3:2].[H-].[Na+].C1C=CC(N([S:24]([C:27]([F:30])([F:29])[F:28])(=[O:26])=[O:25])[S:24]([C:27]([F:30])([F:29])[F:28])(=[O:26])=[O:25])=CC=1.O, predict the reaction product. The product is: [CH2:1]([C:3]1[S:7][C:6]([C:8]2[CH:13]=[N:12][CH:11]=[CH:10][N:9]=2)=[N:5][C:4]=1[O:14][S:24]([C:27]([F:30])([F:29])[F:28])(=[O:26])=[O:25])[CH3:2]. (6) Given the reactants [CH2:1]([O:8][C:9]1[CH:10]=[C:11]2[C:16](=[CH:17][CH:18]=1)[CH2:15][CH:14]([CH:19]([O:25][Si:26]([C:29]([CH3:32])([CH3:31])[CH3:30])([CH3:28])[CH3:27])[C:20]1[O:21][CH:22]=[CH:23][N:24]=1)[CH2:13][CH2:12]2)[C:2]1[CH:7]=[CH:6][CH:5]=[CH:4][CH:3]=1.[Li]CCCC.[I:38]I, predict the reaction product. The product is: [CH2:1]([O:8][C:9]1[CH:10]=[C:11]2[C:16](=[CH:17][CH:18]=1)[CH2:15][CH:14]([CH:19]([O:25][Si:26]([C:29]([CH3:32])([CH3:31])[CH3:30])([CH3:27])[CH3:28])[C:20]1[O:21][C:22]([I:38])=[CH:23][N:24]=1)[CH2:13][CH2:12]2)[C:2]1[CH:7]=[CH:6][CH:5]=[CH:4][CH:3]=1. (7) The product is: [CH3:1][C:2]1[CH:6]=[C:5]([CH3:7])[N:4]([CH2:8][C:9]([N:36]2[CH2:37][CH2:38][N:33]([C:28]3[CH:29]=[CH:30][CH:31]=[CH:32][C:27]=3[N+:24]([O-:26])=[O:25])[CH2:34][CH2:35]2)=[O:11])[N:3]=1. Given the reactants [CH3:1][C:2]1[CH:6]=[C:5]([CH3:7])[N:4]([CH2:8][C:9]([OH:11])=O)[N:3]=1.C(C1NC=CN=1)(C1NC=CN=1)=O.[N+:24]([C:27]1[CH:32]=[CH:31][CH:30]=[CH:29][C:28]=1[N:33]1[CH2:38][CH2:37][NH:36][CH2:35][CH2:34]1)([O-:26])=[O:25], predict the reaction product. (8) Given the reactants Cl[C:2]1[N:3]=[N:4][CH:5]=[C:6]([C:8]2[CH:13]=[CH:12][C:11]([F:14])=[C:10]([C:15]([F:18])([F:17])[F:16])[CH:9]=2)[CH:7]=1.[Cl-].[F:20][C:21]1[C:22]([Zn+])=[N:23][CH:24]=[C:25]([F:31])[C:26]=1[Si](C)(C)C, predict the reaction product. The product is: [F:20][C:21]1[C:22]([C:2]2[N:3]=[N:4][CH:5]=[C:6]([C:8]3[CH:13]=[CH:12][C:11]([F:14])=[C:10]([C:15]([F:18])([F:17])[F:16])[CH:9]=3)[CH:7]=2)=[N:23][CH:24]=[C:25]([F:31])[CH:26]=1.